The task is: Predict the product of the given reaction.. This data is from Forward reaction prediction with 1.9M reactions from USPTO patents (1976-2016). Given the reactants [OH:1][CH2:2][CH2:3][N:4]1[C:12]2[C:7](=[C:8]([CH2:13][CH2:14][C:15]3[CH:20]=[CH:19][C:18]([OH:21])=[CH:17][CH:16]=3)[CH:9]=[CH:10][CH:11]=2)[C:6]([O:22][C@@H:23]2[O:49][C@H:48]([CH2:50][O:51][C:52](=[O:57])[C:53]([CH3:56])([CH3:55])[CH3:54])[C@@H:40]([O:41][C:42](=[O:47])[C:43]([CH3:46])([CH3:45])[CH3:44])[C@H:32]([O:33][C:34](=[O:39])[C:35]([CH3:38])([CH3:37])[CH3:36])[C@H:24]2[O:25][C:26](=[O:31])[C:27]([CH3:30])([CH3:29])[CH3:28])=[N:5]1.[C:58](=[O:61])([O-])[O-].[Cs+].[Cs+].[I-].[Na+].Br[CH2:67][CH2:68][CH2:69][O:70][CH2:71][C:72]1[CH:77]=[CH:76][CH:75]=[CH:74][CH:73]=1, predict the reaction product. The product is: [CH2:71]([O:70][CH2:69][CH2:68][CH2:67][O:21][C:18]1[CH:19]=[CH:20][C:15]([CH2:14][CH2:13][C:8]2[CH:9]=[CH:10][CH:11]=[C:12]3[C:7]=2[C:6]([O:22][C@@H:23]2[O:49][C@H:48]([CH2:50][O:51][C:52](=[O:57])[C:53]([CH3:56])([CH3:55])[CH3:54])[C@@H:40]([O:41][C:42](=[O:47])[C:43]([CH3:44])([CH3:45])[CH3:46])[C@H:32]([O:33][C:34](=[O:39])[C:35]([CH3:38])([CH3:37])[CH3:36])[C@H:24]2[O:25][C:26](=[O:31])[C:27]([CH3:28])([CH3:29])[CH3:30])=[N:5][N:4]3[CH2:3][CH2:2][O:1][C:58](=[O:61])[C:7]([CH3:12])([CH3:8])[CH3:6])=[CH:16][CH:17]=1)[C:72]1[CH:77]=[CH:76][CH:75]=[CH:74][CH:73]=1.